Dataset: Forward reaction prediction with 1.9M reactions from USPTO patents (1976-2016). Task: Predict the product of the given reaction. (1) Given the reactants [Cl-].C([Al+]CC)C.CO[C:9]([C:11]1[CH:15]=[C:14]([C:16]2[C:17]([O:24][CH3:25])=[N:18][C:19]([O:22][CH3:23])=[N:20][CH:21]=2)[N:13]([CH:26]([CH3:28])[CH3:27])[C:12]=1[CH:29]([NH:39][C:40]1[CH:45]=[C:44]([Cl:46])[C:43](=[O:47])[N:42]([CH3:48])[CH:41]=1)[C:30]1[CH:35]=[CH:34][C:33]([C:36]#[N:37])=[C:32]([F:38])[CH:31]=1)=[O:10], predict the reaction product. The product is: [Cl:46][C:44]1[C:43](=[O:47])[N:42]([CH3:48])[CH:41]=[C:40]([N:39]2[C:9](=[O:10])[C:11]3[CH:15]=[C:14]([C:16]4[C:17]([O:24][CH3:25])=[N:18][C:19]([O:22][CH3:23])=[N:20][CH:21]=4)[N:13]([CH:26]([CH3:27])[CH3:28])[C:12]=3[CH:29]2[C:30]2[CH:35]=[CH:34][C:33]([C:36]#[N:37])=[C:32]([F:38])[CH:31]=2)[CH:45]=1. (2) Given the reactants [CH3:1][O:2][C:3]1[CH:8]=[CH:7][N:6]=[C:5]([O:9][C@H:10]2[CH2:15][N:14](C(OC(C)(C)C)=O)[C@H:13]([CH3:23])[CH2:12][CH2:11]2)[CH:4]=1.Cl, predict the reaction product. The product is: [CH3:1][O:2][C:3]1[CH:8]=[CH:7][N:6]=[C:5]([O:9][C@@H:10]2[CH2:11][CH2:12][C@@H:13]([CH3:23])[NH:14][CH2:15]2)[CH:4]=1. (3) Given the reactants [O:1]1CCC(=O)C1.Cl.CNC.[C-]#N.[K+].[CH3:14][N:15]([CH3:23])[C:16]1([C:21]#[N:22])[CH2:20][CH2:19]C[CH2:17]1, predict the reaction product. The product is: [CH3:14][N:15]([CH3:23])[C:16]1([C:21]#[N:22])[CH2:20][CH2:19][O:1][CH2:17]1. (4) Given the reactants [F:1][C:2]1[CH:7]=[C:6]([N:8]2[CH:12]=[CH:11][CH:10]=[N:9]2)[CH:5]=[CH:4][C:3]=1[N:13]1[C:18]2[CH:19]=[CH:20][O:21][C:17]=2[C:16](=[O:22])[C:15]([C:23]2[N:27]([C:28]3[CH:33]=[CH:32][CH:31]=[CH:30][CH:29]=3)[N:26]=[CH:25][CH:24]=2)=[N:14]1, predict the reaction product. The product is: [F:1][C:2]1[CH:7]=[C:6]([N:8]2[CH:12]=[CH:11][CH:10]=[N:9]2)[CH:5]=[CH:4][C:3]=1[N:13]1[C:18]2[CH2:19][CH2:20][O:21][C:17]=2[C:16](=[O:22])[C:15]([C:23]2[N:27]([C:28]3[CH:33]=[CH:32][CH:31]=[CH:30][CH:29]=3)[N:26]=[CH:25][CH:24]=2)=[N:14]1. (5) Given the reactants [CH2:1]([O:3][C:4](=[O:22])[C:5]([CH3:21])=[CH:6][C@@H:7]([N:12](C(OC(C)(C)C)=O)[CH3:13])[CH2:8][CH:9]([CH3:11])[CH3:10])[CH3:2], predict the reaction product. The product is: [CH2:1]([O:3][C:4](=[O:22])/[C:5](/[CH3:21])=[CH:6]/[C@@H:7]([NH:12][CH3:13])[CH2:8][CH:9]([CH3:11])[CH3:10])[CH3:2].